This data is from Full USPTO retrosynthesis dataset with 1.9M reactions from patents (1976-2016). The task is: Predict the reactants needed to synthesize the given product. (1) The reactants are: [Cl:1][C:2]1[N:10]=[C:9]2[C:5]([N:6]=[CH:7][N:8]2C2CCCCO2)=[C:4]([NH:17][CH:18]([C:20]2[N:21]([C:32]3[CH:37]=[CH:36][CH:35]=[CH:34][CH:33]=3)[C:22](=[O:31])[C:23]3[C:28]([CH:29]=2)=[CH:27][CH:26]=[CH:25][C:24]=3[CH3:30])[CH3:19])[N:3]=1.C([O-])(O)=O.[Na+]. Given the product [Cl:1][C:2]1[N:10]=[C:9]2[C:5]([N:6]=[CH:7][NH:8]2)=[C:4]([NH:17][C@H:18]([C:20]2[N:21]([C:32]3[CH:37]=[CH:36][CH:35]=[CH:34][CH:33]=3)[C:22](=[O:31])[C:23]3[C:28]([CH:29]=2)=[CH:27][CH:26]=[CH:25][C:24]=3[CH3:30])[CH3:19])[N:3]=1.[Cl:1][C:2]1[N:10]=[C:9]2[C:5]([N:6]=[CH:7][NH:8]2)=[C:4]([NH:17][CH:18]([C:20]2[N:21]([C:32]3[CH:37]=[CH:36][CH:35]=[CH:34][CH:33]=3)[C:22](=[O:31])[C:23]3[C:28]([CH:29]=2)=[CH:27][CH:26]=[CH:25][C:24]=3[CH3:30])[CH3:19])[N:3]=1, predict the reactants needed to synthesize it. (2) Given the product [NH2:1][C:2]1[N:7]=[CH:6][C:5]([C:8]2[CH:9]=[C:10]([CH:11]=[CH:12][CH:13]=2)[O:14][CH2:33][C:32]([O:31][CH3:30])=[O:35])=[CH:4][C:3]=1[C:15]1[S:16][C:17]2[CH:23]=[CH:22][CH:21]=[CH:20][C:18]=2[N:19]=1, predict the reactants needed to synthesize it. The reactants are: [NH2:1][C:2]1[N:7]=[CH:6][C:5]([C:8]2[CH:9]=[C:10]([OH:14])[CH:11]=[CH:12][CH:13]=2)=[CH:4][C:3]=1[C:15]1[S:16][C:17]2[CH:23]=[CH:22][CH:21]=[CH:20][C:18]=2[N:19]=1.C(=O)([O-])[O-].[K+].[K+].[CH3:30][O:31][C:32](=[O:35])[CH2:33]Cl.CCOC(C)=O. (3) Given the product [N:15]1[CH:16]=[CH:17][CH:18]=[C:13]([CH2:12][O:11][CH2:10][C:7]2[CH:8]=[CH:9][C:4]([C:3]([OH:25])=[O:2])=[C:5]([C:19]3[CH:24]=[CH:23][CH:22]=[CH:21][CH:20]=3)[CH:6]=2)[CH:14]=1, predict the reactants needed to synthesize it. The reactants are: C[O:2][C:3](=[O:25])[C:4]1[CH:9]=[CH:8][C:7]([CH2:10][O:11][CH2:12][C:13]2[CH:14]=[N:15][CH:16]=[CH:17][CH:18]=2)=[CH:6][C:5]=1[C:19]1[CH:24]=[CH:23][CH:22]=[CH:21][CH:20]=1.[OH-].[Li+]. (4) Given the product [C:13]12([C:23](=[O:24])[CH2:5][C:4]3[CH:7]=[CH:8][CH:9]=[C:2]([Br:1])[CH:3]=3)[CH2:20][CH:19]3[CH2:18][CH:17]([CH2:16][CH:15]([CH2:21]3)[CH2:14]1)[CH2:22]2, predict the reactants needed to synthesize it. The reactants are: [Br:1][C:2]1[CH:3]=[C:4]([CH:7]=[CH:8][CH:9]=1)[CH2:5]Br.[Mg].[Br-].[Li+].[C:13]12([C:23](Cl)=[O:24])[CH2:22][CH:17]3[CH2:18][CH:19]([CH2:21][CH:15]([CH2:16]3)[CH2:14]1)[CH2:20]2. (5) Given the product [F:18][C:19]([F:32])([F:33])[C:20]1[CH:21]=[C:22]([CH:25]=[C:26]([C:28]([F:31])([F:29])[F:30])[CH:27]=1)[CH2:23][NH:1][C@@H:2]([CH3:17])[C@@H:3]([C:5]1[CH:6]=[CH:7][C:8]([OH:16])=[C:9]([NH:11][S:12]([CH3:15])(=[O:14])=[O:13])[CH:10]=1)[OH:4], predict the reactants needed to synthesize it. The reactants are: [NH2:1][C@@H:2]([CH3:17])[C@@H:3]([C:5]1[CH:6]=[CH:7][C:8]([OH:16])=[C:9]([NH:11][S:12]([CH3:15])(=[O:14])=[O:13])[CH:10]=1)[OH:4].[F:18][C:19]([F:33])([F:32])[C:20]1[CH:21]=[C:22]([CH:25]=[C:26]([C:28]([F:31])([F:30])[F:29])[CH:27]=1)[CH:23]=O. (6) Given the product [Cl:27][C:5]1[C:6]([N:8]([CH3:26])[CH:9]2[CH2:13][CH2:12][C:11]3([CH2:18][CH2:17][CH2:16][N:15]([C:19]([O:21][C:22]([CH3:25])([CH3:23])[CH3:24])=[O:20])[CH2:14]3)[CH2:10]2)=[N:7][C:2]([NH:35][C:33]2[CH:32]=[N:31][N:30]([CH3:29])[CH:34]=2)=[N:3][CH:4]=1, predict the reactants needed to synthesize it. The reactants are: Cl[C:2]1[N:7]=[C:6]([N:8]([CH3:26])[CH:9]2[CH2:13][CH2:12][C:11]3([CH2:18][CH2:17][CH2:16][N:15]([C:19]([O:21][C:22]([CH3:25])([CH3:24])[CH3:23])=[O:20])[CH2:14]3)[CH2:10]2)[C:5]([Cl:27])=[CH:4][N:3]=1.Cl.[CH3:29][N:30]1[CH:34]=[C:33]([NH2:35])[CH:32]=[N:31]1.CCN(C(C)C)C(C)C. (7) Given the product [CH3:14][CH:10]1[O:4][C:3](=[O:5])[CH:2]([CH:6]([CH3:8])[CH3:7])[O:1][C:11]1=[O:12], predict the reactants needed to synthesize it. The reactants are: [OH:1][CH:2]([CH:6]([CH3:8])[CH3:7])[C:3]([OH:5])=[O:4].Br[CH:10]([CH3:14])[C:11](Br)=[O:12].C(N(CC)CC)C.